This data is from Catalyst prediction with 721,799 reactions and 888 catalyst types from USPTO. The task is: Predict which catalyst facilitates the given reaction. (1) Reactant: [CH3:1][CH:2]([CH3:15])[CH2:3][CH:4]([NH2:14])[C:5]12[O:12][CH2:11][C:8]([CH3:13])([CH2:9][O:10]1)[CH2:7][O:6]2.[S:16]1[CH:20]=[CH:19][N:18]=[C:17]1[CH:21]=O. Product: [CH3:1][CH:2]([CH3:15])[CH2:3][CH:4]([N:14]=[CH:21][C:17]1[S:16][CH:20]=[CH:19][N:18]=1)[C:5]12[O:6][CH2:7][C:8]([CH3:13])([CH2:9][O:10]1)[CH2:11][O:12]2. The catalyst class is: 48. (2) Reactant: O1CCCC1.C([N-]C(C)C)(C)C.[Li+].C1CCCCC1.[CH3:20][S:21][C:22]1[CH:27]=[CH:26][C:25]([C:28](=[O:30])[CH3:29])=[CH:24][CH:23]=1.Cl[C:32]([CH2:34][CH2:35][CH2:36][C:37]([O:39][CH3:40])=[O:38])=[O:33].Cl. Product: [OH:30]/[C:28](/[C:25]1[CH:26]=[CH:27][C:22]([S:21][CH3:20])=[CH:23][CH:24]=1)=[CH:29]\[C:32](=[O:33])[CH2:34][CH2:35][CH2:36][C:37]([O:39][CH3:40])=[O:38]. The catalyst class is: 1. (3) Reactant: [C:1]([O:4][C:5]1[C:14]2[C:9](=[CH:10][C:11]([O:15][CH3:16])=[CH:12][CH:13]=2)[C:8]([C:17]2[CH:22]=[CH:21][C:20](Br)=[CH:19][CH:18]=2)=[C:7]([C:24]([O:26][CH3:27])=[O:25])[CH:6]=1)(=[O:3])[CH3:2].[CH3:28][O:29][C:30]1[CH:35]=[C:34]([O:36][CH3:37])[CH:33]=[CH:32][C:31]=1B(O)O.C(=O)([O-])[O-].[Na+].[Na+].O. Product: [C:1]([O:4][C:5]1[C:14]2[C:9](=[CH:10][C:11]([O:15][CH3:16])=[CH:12][CH:13]=2)[C:8]([C:17]2[CH:22]=[CH:21][C:20]([C:33]3[CH:32]=[CH:31][C:30]([O:29][CH3:28])=[CH:35][C:34]=3[O:36][CH3:37])=[CH:19][CH:18]=2)=[C:7]([C:24]([O:26][CH3:27])=[O:25])[CH:6]=1)(=[O:3])[CH3:2]. The catalyst class is: 57. (4) Reactant: [Cl:1][C:2]1[CH:7]=[CH:6][C:5]([C:8]2[N:9]=[C:10]3[CH:15]=[CH:14][CH:13]=[CH:12][N:11]3[C:16]=2[CH2:17][C:18](=[N:20][OH:21])[NH2:19])=[CH:4][CH:3]=1.Cl[C:23](=O)[C:24]([O:26][CH2:27][CH3:28])=[O:25]. Product: [Cl:1][C:2]1[CH:7]=[CH:6][C:5]([C:8]2[N:9]=[C:10]3[CH:15]=[CH:14][CH:13]=[CH:12][N:11]3[C:16]=2[CH2:17][C:18]2[N:19]=[C:23]([C:24]([O:26][CH2:27][CH3:28])=[O:25])[O:21][N:20]=2)=[CH:4][CH:3]=1. The catalyst class is: 22. (5) Reactant: [C:1](C=P(CCCC)(CCCC)CCCC)#N.C1(C)C=CC=CC=1.[CH2:24]([C:26]1[C:34]([OH:35])=[CH:33][CH:32]=[C:31]2[C:27]=1[CH:28]=[N:29][NH:30]2)[CH3:25]. Product: [CH:24]([C:26]1[C:34]([OH:35])=[CH:33][CH:32]=[C:31]2[C:27]=1[CH:28]=[N:29][NH:30]2)([CH3:1])[CH3:25]. The catalyst class is: 11.